From a dataset of Catalyst prediction with 721,799 reactions and 888 catalyst types from USPTO. Predict which catalyst facilitates the given reaction. (1) Reactant: C[Al](C)C.[CH3:5][C:6]1[N:7]=[CH:8][C:9]([NH2:12])=[N:10][CH:11]=1.[Si:13]([O:20][CH:21]1[CH2:24][N:23]([CH2:25][C@H:26]([OH:31])[C:27](OC)=[O:28])[CH2:22]1)([C:16]([CH3:19])([CH3:18])[CH3:17])([CH3:15])[CH3:14].[C@H](O)(C([O-])=O)[C@@H](O)C([O-])=O.[Na+].[K+]. Product: [Si:13]([O:20][CH:21]1[CH2:24][N:23]([CH2:25][C@H:26]([OH:31])[C:27]([NH:12][C:9]2[CH:8]=[N:7][C:6]([CH3:5])=[CH:11][N:10]=2)=[O:28])[CH2:22]1)([C:16]([CH3:19])([CH3:18])[CH3:17])([CH3:15])[CH3:14]. The catalyst class is: 727. (2) Reactant: C(=O)([O-])[O-].[K+].[K+].N[C@@H]1CCCC[C@H]1N.Cl[C:16]1[N:21]=[CH:20][C:19]([C:22]([NH:24][CH:25]2[CH2:30][CH2:29][C:28](=[CH:31][C:32]3[CH:37]=[CH:36][CH:35]=[C:34]([O:38][C:39]4[CH:44]=[CH:43][C:42]([C:45]([F:48])([F:47])[F:46])=[CH:41][N:40]=4)[CH:33]=3)[CH2:27][CH2:26]2)=[O:23])=[CH:18][CH:17]=1.[NH:49]1[CH2:53][CH2:52][CH2:51][C:50]1=[O:54]. Product: [O:54]=[C:50]1[CH2:51][CH2:52][CH2:53][N:49]1[C:16]1[N:21]=[CH:20][C:19]([C:22]([NH:24][CH:25]2[CH2:30][CH2:29][C:28](=[CH:31][C:32]3[CH:37]=[CH:36][CH:35]=[C:34]([O:38][C:39]4[CH:44]=[CH:43][C:42]([C:45]([F:48])([F:47])[F:46])=[CH:41][N:40]=4)[CH:33]=3)[CH2:27][CH2:26]2)=[O:23])=[CH:18][CH:17]=1. The catalyst class is: 830. (3) The catalyst class is: 5. Reactant: Cl.[Sn](Cl)Cl.[CH2:5]([N:7]([CH2:21][CH3:22])[C:8]1[CH:13]=[CH:12][C:11]([C:14]([F:17])([F:16])[F:15])=[CH:10][C:9]=1[N+:18]([O-])=O)[CH3:6].C(=O)([O-])O.[Na+]. Product: [NH2:18][C:9]1[CH:10]=[C:11]([C:14]([F:16])([F:17])[F:15])[CH:12]=[CH:13][C:8]=1[N:7]([CH2:21][CH3:22])[CH2:5][CH3:6]. (4) Reactant: [Br:1][C:2]1[CH:7]=[CH:6][C:5]([C:8]2[C:12]3[CH:13]=[CH:14][C:15]([O:17][CH2:18][C:19](N(OC)C)=[O:20])=[CH:16][C:11]=3[S:10][N:9]=2)=[CH:4][CH:3]=1.[CH3:25][Mg]Br.[NH4+].[Cl-]. Product: [Br:1][C:2]1[CH:7]=[CH:6][C:5]([C:8]2[C:12]3[CH:13]=[CH:14][C:15]([O:17][CH2:18][C:19](=[O:20])[CH3:25])=[CH:16][C:11]=3[S:10][N:9]=2)=[CH:4][CH:3]=1. The catalyst class is: 1. (5) Reactant: C([O:3][C:4]([C:6]1[C:15](=[O:16])[N:14]2[C:9]([CH:10]=[CH:11][CH:12]=[CH:13]2)=[CH:8][CH:7]=1)=[O:5])C.[OH-].[Na+].O.Cl. Product: [CH:8]1[CH:7]=[C:6]([C:4]([OH:5])=[O:3])[C:15](=[O:16])[N:14]2[C:9]=1[CH:10]=[CH:11][CH:12]=[CH:13]2. The catalyst class is: 5. (6) Reactant: [OH-].[Na+].[CH3:3][CH2:4][CH2:5][CH2:6][CH2:7][CH2:8][CH2:9][CH2:10]/[N:11]=[C:12](/[N:14]=[C:15](/[NH:17][CH2:18][C:19]1[CH:20]=[CH:21][C:22]([Cl:26])=[C:23]([Cl:25])[CH:24]=1)\[NH2:16])\[NH2:13].Cl. Product: [CH3:3][CH2:4][CH2:5][CH2:6][CH2:7][CH2:8][CH2:9][CH2:10]/[N:11]=[C:12](/[N:14]=[C:15](/[NH:17][CH2:18][C:19]1[CH:20]=[CH:21][C:22]([Cl:26])=[C:23]([Cl:25])[CH:24]=1)\[NH2:16])\[NH2:13]. The catalyst class is: 72. (7) Reactant: C([O:3][C:4](=[O:19])[CH2:5][NH:6][C:7]([NH:9][C:10]1[CH:15]=[CH:14][C:13]([C:16](=[NH:18])[NH2:17])=[CH:12][CH:11]=1)=[O:8])C.[OH-].[Na+]. Product: [C:16]([C:13]1[CH:12]=[CH:11][C:10]([NH:9][C:7](=[O:8])[NH:6][CH2:5][C:4]([OH:19])=[O:3])=[CH:15][CH:14]=1)(=[NH:17])[NH2:18]. The catalyst class is: 8. (8) Reactant: [CH2:1]([N:7]([CH3:17])[C:8]([NH:10][C@H:11]1[CH2:15][CH2:14][O:13][C:12]1=[O:16])=[O:9])[CH2:2][CH2:3][CH2:4][CH:5]=[CH2:6].[OH-:18].[Na+]. Product: [CH2:1]([N:7]([CH3:17])[C:8](=[O:9])[NH:10][C@@H:11]([CH2:15][CH2:14][OH:13])[C:12]([OH:18])=[O:16])[CH2:2][CH2:3][CH2:4][CH:5]=[CH2:6]. The catalyst class is: 5.